From a dataset of Forward reaction prediction with 1.9M reactions from USPTO patents (1976-2016). Predict the product of the given reaction. (1) The product is: [Br:1][CH2:2][CH2:3][CH2:4][CH2:5][CH2:6][CH2:7][CH2:8][C:9]([CH3:16])([CH3:15])[CH2:10][OH:11]. Given the reactants [Br:1][CH2:2][CH2:3][CH2:4][CH2:5][CH2:6][CH2:7][CH2:8][C:9]([CH3:16])([CH3:15])[C:10](OCC)=[O:11].[H-].C([Al+]CC(C)C)C(C)C, predict the reaction product. (2) Given the reactants [C:1](=[O:18])([O:7][C:8]1[CH:13]=[C:12]([O:14][CH3:15])[CH:11]=[CH:10][C:9]=1[CH:16]=[O:17])[O:2][C:3]([CH3:6])([CH3:5])[CH3:4].C1COCC1.[BH4-].[Na+], predict the reaction product. The product is: [C:1](=[O:18])([O:7][C:8]1[CH:13]=[C:12]([O:14][CH3:15])[CH:11]=[CH:10][C:9]=1[CH2:16][OH:17])[O:2][C:3]([CH3:6])([CH3:5])[CH3:4]. (3) Given the reactants [CH3:1][C:2]1[S:3][C:4]([C:8]2[CH:30]=[CH:29][C:11]([CH2:12][NH:13][C:14]([C@@H:16]3[CH2:20][C@@H:19]([OH:21])[CH2:18][N:17]3C(OC(C)(C)C)=O)=[O:15])=[CH:10][CH:9]=2)=[C:5]([CH3:7])[N:6]=1.[ClH:31].O1CCOCC1, predict the reaction product. The product is: [ClH:31].[CH3:1][C:2]1[S:3][C:4]([C:8]2[CH:9]=[CH:10][C:11]([CH2:12][NH:13][C:14]([C@@H:16]3[CH2:20][C@@H:19]([OH:21])[CH2:18][NH:17]3)=[O:15])=[CH:29][CH:30]=2)=[C:5]([CH3:7])[N:6]=1. (4) Given the reactants [H-].[Na+].[S:3]1[CH:7]=[CH:6][CH:5]=[C:4]1[CH2:8][C:9]#[N:10].Br[CH2:12][CH2:13]Cl.O, predict the reaction product. The product is: [S:3]1[CH:7]=[CH:6][CH:5]=[C:4]1[C:8]1([C:9]#[N:10])[CH2:13][CH2:12]1. (5) Given the reactants [NH2:1][C:2]([CH3:29])([CH3:28])[CH2:3][NH:4][CH:5]([C:9]1[N:18]([CH2:19][C:20]2[CH:25]=[CH:24][CH:23]=[CH:22][CH:21]=2)[C:17](=[O:26])[C:16]2[C:11](=[CH:12][C:13]([Cl:27])=[CH:14][CH:15]=2)[N:10]=1)[CH:6]([CH3:8])[CH3:7].C(N(CC)CC)C.[F:37][C:38]1[CH:46]=[CH:45][C:41]([C:42](Cl)=O)=[CH:40][C:39]=1[CH3:47], predict the reaction product. The product is: [CH2:19]([N:18]1[C:17](=[O:26])[C:16]2[C:11](=[CH:12][C:13]([Cl:27])=[CH:14][CH:15]=2)[N:10]=[C:9]1[CH:5]([N:4]1[CH2:3][C:2]([CH3:29])([CH3:28])[N:1]=[C:42]1[C:41]1[CH:45]=[CH:46][C:38]([F:37])=[C:39]([CH3:47])[CH:40]=1)[CH:6]([CH3:8])[CH3:7])[C:20]1[CH:21]=[CH:22][CH:23]=[CH:24][CH:25]=1. (6) Given the reactants [C:1]([O:6]C)(=[O:5])[C:2]([CH3:4])=O.[CH3:8]OC(OC)N(C)C.Cl.[C:17]([NH2:25])(=[NH:24])[C:18]1[CH:23]=[CH:22][CH:21]=[CH:20][CH:19]=1.C[O-].[Na+], predict the reaction product. The product is: [C:18]1([C:17]2[N:25]=[C:2]([C:1]([OH:6])=[O:5])[CH:4]=[CH:8][N:24]=2)[CH:23]=[CH:22][CH:21]=[CH:20][CH:19]=1. (7) Given the reactants [NH:1]1[CH2:6][CH2:5][CH:4]([O:7][C:8]2[CH:13]=[CH:12][CH:11]=[CH:10][C:9]=2[C:14]2[CH:19]=[CH:18][N:17]=[CH:16][CH:15]=2)[CH2:3][CH2:2]1.[CH3:20][N:21]1[CH:25]=[CH:24][N:23]=[C:22]1[CH:26]=O.C(O[BH-](OC(=O)C)OC(=O)C)(=O)C.[Na+].C(=O)([O-])[O-].[Na+].[Na+], predict the reaction product. The product is: [CH3:20][N:21]1[CH:25]=[CH:24][N:23]=[C:22]1[CH2:26][N:1]1[CH2:6][CH2:5][CH:4]([O:7][C:8]2[CH:13]=[CH:12][CH:11]=[CH:10][C:9]=2[C:14]2[CH:19]=[CH:18][N:17]=[CH:16][CH:15]=2)[CH2:3][CH2:2]1. (8) Given the reactants [C:1]([C:5]1[CH:6]=[C:7]([P:17]([C:25]2[CH:30]=[C:29]([C:31]([CH3:34])([CH3:33])[CH3:32])[C:28]([O:35][CH3:36])=[C:27]([C:37]([CH3:40])([CH3:39])[CH3:38])[CH:26]=2)[C:18]2[CH:23]=[CH:22][CH:21]=[CH:20][C:19]=2Br)[CH:8]=[C:9]([C:13]([CH3:16])([CH3:15])[CH3:14])[C:10]=1[O:11][CH3:12])([CH3:4])([CH3:3])[CH3:2].Cl[P:42]([O:46][CH2:47][CH3:48])[O:43][CH2:44][CH3:45].C([Li])CCC, predict the reaction product. The product is: [C:1]([C:5]1[CH:6]=[C:7]([P:17]([C:25]2[CH:30]=[C:29]([C:31]([CH3:34])([CH3:33])[CH3:32])[C:28]([O:35][CH3:36])=[C:27]([C:37]([CH3:40])([CH3:39])[CH3:38])[CH:26]=2)[C:18]2[CH:23]=[CH:22][CH:21]=[CH:20][C:19]=2[P:42]([O:46][CH2:47][CH3:48])[O:43][CH2:44][CH3:45])[CH:8]=[C:9]([C:13]([CH3:16])([CH3:15])[CH3:14])[C:10]=1[O:11][CH3:12])([CH3:4])([CH3:3])[CH3:2]. (9) Given the reactants [CH2:1]([NH:3][CH2:4][C:5]#[C:6][CH2:7]Cl)[CH3:2].ClC(Cl)(C)C#C.[CH:15]1([C:21]([C:26]2[CH:31]=[CH:30][CH:29]=[CH:28][CH:27]=2)([OH:25])[C:22]([OH:24])=[O:23])[CH2:20][CH2:19][CH2:18][CH2:17][CH2:16]1, predict the reaction product. The product is: [CH:26]1([C:21]([C:15]2[CH:20]=[CH:19][CH:18]=[CH:17][CH:16]=2)([OH:25])[C:22]([O:24][CH2:7][C:6]#[C:5][CH2:4][NH:3][CH2:1][CH3:2])=[O:23])[CH2:31][CH2:30][CH2:29][CH2:28][CH2:27]1.